This data is from NCI-60 drug combinations with 297,098 pairs across 59 cell lines. The task is: Regression. Given two drug SMILES strings and cell line genomic features, predict the synergy score measuring deviation from expected non-interaction effect. Drug 1: CC(C1=C(C=CC(=C1Cl)F)Cl)OC2=C(N=CC(=C2)C3=CN(N=C3)C4CCNCC4)N. Drug 2: C1=NC2=C(N=C(N=C2N1C3C(C(C(O3)CO)O)F)Cl)N. Cell line: PC-3. Synergy scores: CSS=22.4, Synergy_ZIP=0.0310, Synergy_Bliss=5.05, Synergy_Loewe=3.03, Synergy_HSA=6.95.